This data is from Forward reaction prediction with 1.9M reactions from USPTO patents (1976-2016). The task is: Predict the product of the given reaction. (1) Given the reactants [Cl:1][C:2]1[CH:3]=[CH:4][C:5](F)=[C:6]([CH:9]=1)[C:7]#[N:8].ClC1C=[CH:14][C:15]([S:20]CC)=[C:16](C=1)C#N.CC(S)C, predict the reaction product. The product is: [Cl:1][C:2]1[CH:3]=[CH:4][C:5]([S:20][CH:15]([CH3:16])[CH3:14])=[C:6]([CH2:7][NH2:8])[CH:9]=1. (2) Given the reactants [C:1]1([Mg]Br)[CH:6]=[CH:5][CH:4]=[CH:3][CH:2]=1.C1COCC1.[CH2:14]([N:16]1[C:25]2[CH:24]=[CH:23][C:22]([CH:26]([CH3:28])[CH3:27])=[CH:21][C:20]=2[C:19](=[O:29])[C:18]2[C:30](=[O:37])[C:31]3[C:36]([C:17]1=2)=[CH:35][CH:34]=[CH:33][CH:32]=3)[CH3:15].Cl, predict the reaction product. The product is: [CH2:14]([N:16]1[C:25]2[CH:24]=[CH:23][C:22]([CH:26]([CH3:28])[CH3:27])=[CH:21][C:20]=2[C:19](=[O:29])[C:18]2[C:30]([OH:37])([C:1]3[CH:6]=[CH:5][CH:4]=[CH:3][CH:2]=3)[C:31]3[C:36]([C:17]1=2)=[CH:35][CH:34]=[CH:33][CH:32]=3)[CH3:15].